This data is from NCI-60 drug combinations with 297,098 pairs across 59 cell lines. The task is: Regression. Given two drug SMILES strings and cell line genomic features, predict the synergy score measuring deviation from expected non-interaction effect. (1) Drug 1: CC=C1C(=O)NC(C(=O)OC2CC(=O)NC(C(=O)NC(CSSCCC=C2)C(=O)N1)C(C)C)C(C)C. Drug 2: CC1=C(C(=O)C2=C(C1=O)N3CC4C(C3(C2COC(=O)N)OC)N4)N. Cell line: NCI/ADR-RES. Synergy scores: CSS=54.4, Synergy_ZIP=2.72, Synergy_Bliss=2.40, Synergy_Loewe=-17.8, Synergy_HSA=3.71. (2) Drug 1: C1=CC(=CC=C1C#N)C(C2=CC=C(C=C2)C#N)N3C=NC=N3. Drug 2: CC1=C(C(=O)C2=C(C1=O)N3CC4C(C3(C2COC(=O)N)OC)N4)N. Cell line: A498. Synergy scores: CSS=18.2, Synergy_ZIP=-12.2, Synergy_Bliss=-4.89, Synergy_Loewe=-18.2, Synergy_HSA=-4.27.